This data is from Reaction yield outcomes from USPTO patents with 853,638 reactions. The task is: Predict the reaction yield, written as a fraction of the theoretical maximum amount of product (1.0 means a 100% yield; for example, 0.34 means a 34% yield). (1) The reactants are CO[C:3](=[O:18])[C@@H:4]([NH:10][C:11]([O:13][C:14]([CH3:17])([CH3:16])[CH3:15])=[O:12])[C@H:5]([OH:9])[CH2:6][CH2:7][CH3:8].[CH2:19]([NH2:23])[CH:20]([CH3:22])[CH3:21]. No catalyst specified. The product is [C:14]([O:13][C:11](=[O:12])[NH:10][C@H:4]([C:3](=[O:18])[NH:23][CH2:19][CH:20]([CH3:22])[CH3:21])[C@H:5]([OH:9])[CH2:6][CH2:7][CH3:8])([CH3:15])([CH3:16])[CH3:17]. The yield is 0.840. (2) The reactants are [OH:1][CH2:2][C@H:3]1[CH2:19][N:7]2[CH2:8][CH2:9][N:10]([C:12]3[N:17]=[CH:16][C:15]([F:18])=[CH:14][N:13]=3)[CH2:11][C@@H:6]2[CH2:5][CH2:4]1.C[N+]1([O-])CCOCC1. The catalyst is [Ru]([O-])(=O)(=O)=O.C([N+](CCC)(CCC)CCC)CC.C(Cl)Cl. The product is [CH:2]([C@H:3]1[CH2:19][N:7]2[CH2:8][CH2:9][N:10]([C:12]3[N:17]=[CH:16][C:15]([F:18])=[CH:14][N:13]=3)[CH2:11][C@@H:6]2[CH2:5][CH2:4]1)=[O:1]. The yield is 0.610.